This data is from Reaction yield outcomes from USPTO patents with 853,638 reactions. The task is: Predict the reaction yield, written as a fraction of the theoretical maximum amount of product (1.0 means a 100% yield; for example, 0.34 means a 34% yield). (1) The reactants are COC(C1C=C(O)C2C(=C(OCC3C=CC=CC=3)C=C(C#CCOCC3C=CC=CC=3)C=2)N=1)=O.C([O:42][C:43]([C:45]1[CH:54]=[C:53]([O:55]CC2C=CC=CC=2)[C:52]2[C:47](=[C:48]([O:69]CC3C=CC=CC=3)[C:49]([C:63]#[C:64][CH2:65][CH2:66][CH2:67][CH3:68])=[CH:50][CH:51]=2)[N:46]=1)=[O:44])C1C=CC=CC=1. No catalyst specified. The product is [OH:55][C:53]1[C:52]2[C:47](=[C:48]([OH:69])[C:49]([CH2:63][CH2:64][CH2:65][CH2:66][CH2:67][CH3:68])=[CH:50][CH:51]=2)[N:46]=[C:45]([C:43]([OH:44])=[O:42])[CH:54]=1. The yield is 0.500. (2) The reactants are [Cl:1][C:2]1[CH:7]=[C:6]([NH:8][CH:9]2[CH2:13][CH2:12][CH2:11][CH2:10]2)[N:5]2[N:14]=[C:15]([C:25]3[CH:30]=[CH:29][C:28]([O:31][CH3:32])=[CH:27][CH:26]=3)[C:16]([C:17]3[CH:22]=[CH:21][N:20]=[C:19]([S:23][CH3:24])[N:18]=3)=[C:4]2[CH:3]=1.C(=O)(O)[O-:34].[Na+].ClC1C=C(C=CC=1)C(OO)=O. The catalyst is C(Cl)(Cl)Cl. The product is [Cl:1][C:2]1[CH:7]=[C:6]([NH:8][CH:9]2[CH2:10][CH2:11][CH2:12][CH2:13]2)[N:5]2[N:14]=[C:15]([C:25]3[CH:26]=[CH:27][C:28]([O:31][CH3:32])=[CH:29][CH:30]=3)[C:16]([C:17]3[CH:22]=[CH:21][N:20]=[C:19]([S:23]([CH3:24])=[O:34])[N:18]=3)=[C:4]2[CH:3]=1. The yield is 0.880. (3) The reactants are C[O-].[Na+].Cl.[NH2:5][C:6]1[S:7][C:8](Br)=[CH:9][N:10]=1.[C:12]([C:15]1[CH:16]=[C:17]([SH:21])[CH:18]=[CH:19][CH:20]=1)([OH:14])=[O:13].Cl.O1CCOC[CH2:24]1. The catalyst is CO. The product is [CH3:24][O:13][C:12](=[O:14])[C:15]1[CH:20]=[CH:19][CH:18]=[C:17]([S:21][C:8]2[S:7][C:6]([NH2:5])=[N:10][CH:9]=2)[CH:16]=1. The yield is 0.750. (4) The reactants are [Cl:1][C:2]1[CH:3]=[C:4]([C:10]2([C:29]([F:32])([F:31])[F:30])[CH2:14][CH2:13][N:12]([C:15]3[S:16][C:17]([C:24]([O:26]CC)=[O:25])=[C:18]([C:20]([F:23])([F:22])[F:21])[N:19]=3)[CH2:11]2)[CH:5]=[C:6]([Cl:9])[C:7]=1[Cl:8].[OH-].[Na+].Cl. The catalyst is O1CCOCC1. The product is [Cl:9][C:6]1[CH:5]=[C:4]([C:10]2([C:29]([F:32])([F:30])[F:31])[CH2:14][CH2:13][N:12]([C:15]3[S:16][C:17]([C:24]([OH:26])=[O:25])=[C:18]([C:20]([F:23])([F:21])[F:22])[N:19]=3)[CH2:11]2)[CH:3]=[C:2]([Cl:1])[C:7]=1[Cl:8]. The yield is 0.990. (5) The reactants are O[C:2]1[N:7]2[N:8]=[CH:9][CH:10]=[C:6]2[N:5]=[CH:4][C:3]=1[C:11]([O:13][CH2:14][CH3:15])=[O:12].[F:16][C:17]1[CH:23]=[CH:22][C:21]([F:24])=[CH:20][C:18]=1[NH2:19]. No catalyst specified. The product is [F:16][C:17]1[CH:23]=[CH:22][C:21]([F:24])=[CH:20][C:18]=1[NH:19][C:2]1[N:7]2[N:8]=[CH:9][CH:10]=[C:6]2[N:5]=[CH:4][C:3]=1[C:11]([O:13][CH2:14][CH3:15])=[O:12]. The yield is 0.560. (6) The yield is 0.470. The product is [N:1]1[CH:6]=[CH:5][CH:4]=[C:3]([N:7]2[CH2:8][CH2:9][N:10]([C:23]([C:22]3[CH:26]=[CH:27][CH:28]=[C:20]([C:17]4[N:16]=[C:15]([C:14]([F:29])([F:13])[F:30])[O:19][N:18]=4)[CH:21]=3)=[O:24])[CH2:11][CH2:12]2)[CH:2]=1. No catalyst specified. The reactants are [N:1]1[CH:6]=[CH:5][CH:4]=[C:3]([N:7]2[CH2:12][CH2:11][NH:10][CH2:9][CH2:8]2)[CH:2]=1.[F:13][C:14]([F:30])([F:29])[C:15]1[O:19][N:18]=[C:17]([C:20]2[CH:21]=[C:22]([CH:26]=[CH:27][CH:28]=2)[C:23](O)=[O:24])[N:16]=1.